This data is from In vitro SARS-CoV-2 activity screen of 1,480 approved drugs from Prestwick library. The task is: Binary Classification. Given a drug SMILES string, predict its activity (active/inactive) in a high-throughput screening assay against a specified biological target. The drug is Cl.O=C(O)/C=C/c1ccc(Cn2ccnc2)cc1. The result is 0 (inactive).